This data is from Full USPTO retrosynthesis dataset with 1.9M reactions from patents (1976-2016). The task is: Predict the reactants needed to synthesize the given product. (1) Given the product [CH2:9]([C:8]1[CH:13]=[C:14]2[C:18](=[CH:6][CH:7]=1)[NH:17][C:16](=[O:22])[CH2:15]2)[CH2:10][CH2:11][CH3:24], predict the reactants needed to synthesize it. The reactants are: C([SiH]([CH2:6][CH3:7])CC)C.[C:8]([C:13]1C=CC=[C:18]2[C:14]=1[CH2:15][C:16](=[O:22])[NH:17]2)(=O)[CH2:9][CH2:10][CH3:11].F[C:24](F)(F)C(O)=O. (2) The reactants are: [NH2:1][C:2]1[N:3]=[CH:4][C:5]([C:8]2[C:9]([F:19])=[C:10]([OH:18])[C:11]([CH:14]3[CH2:17][CH2:16][CH2:15]3)=[CH:12][CH:13]=2)=[N:6][CH:7]=1.Br[CH2:21][C:22]1[CH:27]=[C:26]([F:28])[CH:25]=[CH:24][C:23]=1[Cl:29]. Given the product [Cl:29][C:23]1[CH:24]=[CH:25][C:26]([F:28])=[CH:27][C:22]=1[CH2:21][O:18][C:10]1[C:9]([F:19])=[C:8]([C:5]2[N:6]=[CH:7][C:2]([NH2:1])=[N:3][CH:4]=2)[CH:13]=[CH:12][C:11]=1[CH:14]1[CH2:15][CH2:16][CH2:17]1, predict the reactants needed to synthesize it. (3) Given the product [C:1]([N:4]1[CH2:5][CH2:6][C:7]2[C:14]([I:18])=[CH:13][C:12]([N+:15]([O-:17])=[O:16])=[CH:11][C:8]=2[CH2:9][CH2:10]1)(=[O:3])[CH3:2], predict the reactants needed to synthesize it. The reactants are: [C:1]([N:4]1[CH2:10][CH2:9][C:8]2[CH:11]=[C:12]([N+:15]([O-:17])=[O:16])[CH:13]=[CH:14][C:7]=2[CH2:6][CH2:5]1)(=[O:3])[CH3:2].[I:18]N1C(=O)CCC1=O. (4) Given the product [O:14]1[C:7]2[CH:6]=[C:5]([CH2:4][NH2:1])[N:10]=[CH:9][C:8]=2[O:11][CH2:12][CH2:13]1, predict the reactants needed to synthesize it. The reactants are: [N:1]([CH2:4][C:5]1[N:10]=[CH:9][C:8]2[O:11][CH2:12][CH2:13][O:14][C:7]=2[CH:6]=1)=[N+]=[N-]. (5) Given the product [CH3:14][O:13][C:5]1[CH:6]=[C:7]([CH:11]=[CH:12][C:4]=1[B:1]1[O:3][C:19]([CH3:21])([CH3:20])[C:16]([CH3:18])([CH3:17])[O:2]1)[C:8]([OH:10])=[O:9], predict the reactants needed to synthesize it. The reactants are: [B:1]([C:4]1[CH:12]=[CH:11][C:7]([C:8]([OH:10])=[O:9])=[CH:6][C:5]=1[O:13][CH3:14])([OH:3])[OH:2].O[C:16]([C:19](O)([CH3:21])[CH3:20])([CH3:18])[CH3:17]. (6) Given the product [CH3:3][CH:2]([C@H:4]([NH2:23])[C:5]([O:7][CH2:8][CH2:9][O:10][CH2:11][N:12]1[C:16]2[NH:17][C:18]([NH2:22])=[N:19][C:20](=[O:21])[C:15]=2[N:14]=[CH:13]1)=[O:6])[CH3:1].[P:24]([O-:28])([O-:27])([O-:26])=[O:25], predict the reactants needed to synthesize it. The reactants are: [CH3:1][CH:2]([C@H:4]([NH2:23])[C:5]([O:7][CH2:8][CH2:9][O:10][CH2:11][N:12]1[C:16]2[NH:17][C:18]([NH2:22])=[N:19][C:20](=[O:21])[C:15]=2[N:14]=[CH:13]1)=[O:6])[CH3:3].[P:24](=[O:28])([OH:27])([OH:26])[OH:25].